This data is from Forward reaction prediction with 1.9M reactions from USPTO patents (1976-2016). The task is: Predict the product of the given reaction. (1) Given the reactants [O:1]1[C:5]2[CH:6]=[CH:7][C:8]([C@@H:10]([CH2:17][C:18]3[N:19]=[C:20]([CH2:23][CH2:24][CH2:25][CH2:26][O:27][Si](C(C)(C)C)(C4C=CC=CC=4)C4C=CC=CC=4)[S:21][CH:22]=3)[CH2:11][C:12]([O:14][CH2:15][CH3:16])=[O:13])=[CH:9][C:4]=2[O:3][CH2:2]1.[F-].C([N+](CCCC)(CCCC)CCCC)CCC, predict the reaction product. The product is: [O:1]1[C:5]2[CH:6]=[CH:7][C:8]([C@@H:10]([CH2:17][C:18]3[N:19]=[C:20]([CH2:23][CH2:24][CH2:25][CH2:26][OH:27])[S:21][CH:22]=3)[CH2:11][C:12]([O:14][CH2:15][CH3:16])=[O:13])=[CH:9][C:4]=2[O:3][CH2:2]1. (2) Given the reactants [F:1][C:2]1[CH:7]=[CH:6][C:5]([C:8]2[C:12]([CH2:13][O:14][C:15]3[CH:23]=[CH:22][C:18]([C:19](O)=[O:20])=[CH:17][N:16]=3)=[C:11]([CH2:24][OH:25])[O:10][N:9]=2)=[CH:4][CH:3]=1.O.ON1C2C=CC=CC=2N=N1.C(N(C(C)C)C(C)C)C.Cl.CN(C)CCCN=C=NCC.[CH3:58][N:59]1[CH:63]=[C:62]([NH2:64])[CH:61]=[N:60]1, predict the reaction product. The product is: [F:1][C:2]1[CH:3]=[CH:4][C:5]([C:8]2[C:12]([CH2:13][O:14][C:15]3[CH:23]=[CH:22][C:18]([C:19]([NH:64][C:62]4[CH:61]=[N:60][N:59]([CH3:58])[CH:63]=4)=[O:20])=[CH:17][N:16]=3)=[C:11]([CH2:24][OH:25])[O:10][N:9]=2)=[CH:6][CH:7]=1. (3) Given the reactants [F:1][C:2]1[CH:7]=[CH:6][C:5]([C:8](=[O:10])[CH3:9])=[C:4]([OH:11])[CH:3]=1.[C:12](OCC)(=O)[C:13]([O:15][CH2:16][CH3:17])=[O:14].[O-]CC.[Na+], predict the reaction product. The product is: [F:1][C:2]1[CH:3]=[C:4]2[C:5]([C:8](=[O:10])[CH:9]=[C:12]([C:13]([O:15][CH2:16][CH3:17])=[O:14])[O:11]2)=[CH:6][CH:7]=1.